Dataset: Catalyst prediction with 721,799 reactions and 888 catalyst types from USPTO. Task: Predict which catalyst facilitates the given reaction. (1) Reactant: [C:1]([C:5]1[CH:38]=[CH:37][C:8]([CH2:9][N:10]2[C:14](=[O:15])[N:13]([CH2:16][CH3:17])[C:12]([CH2:18][CH2:19][CH2:20][C:21]3[CH:26]=[CH:25][C:24]([C:27]4[N:32]=[C:31]([CH2:33][OH:34])[C:30]([O:35][CH3:36])=[CH:29][N:28]=4)=[CH:23][CH:22]=3)=[N:11]2)=[CH:7][CH:6]=1)([CH3:4])([CH3:3])[CH3:2].C(=O)(O)[O-].[Na+].CC(OI1(OC(C)=O)(OC(C)=O)OC(=O)C2C=CC=CC1=2)=O. Product: [C:1]([C:5]1[CH:6]=[CH:7][C:8]([CH2:9][N:10]2[C:14](=[O:15])[N:13]([CH2:16][CH3:17])[C:12]([CH2:18][CH2:19][CH2:20][C:21]3[CH:26]=[CH:25][C:24]([C:27]4[N:32]=[C:31]([CH:33]=[O:34])[C:30]([O:35][CH3:36])=[CH:29][N:28]=4)=[CH:23][CH:22]=3)=[N:11]2)=[CH:37][CH:38]=1)([CH3:2])([CH3:3])[CH3:4]. The catalyst class is: 2. (2) Reactant: C[O:2][C:3]([C:5]1[N:6]=[CH:7][C:8]([N:11]2[CH2:16][CH2:15][N:14]([C:17](=[S:29])[NH:18][C:19]3[CH:28]=[CH:27][CH:26]=[C:25]4[C:20]=3[CH:21]=[CH:22][CH:23]=[N:24]4)[CH:13]([CH:30]([CH3:32])[CH3:31])[CH2:12]2)=[N:9][CH:10]=1)=[O:4].[OH-].[Li+]. Product: [CH:30]([CH:13]1[N:14]([C:17](=[S:29])[NH:18][C:19]2[CH:28]=[CH:27][CH:26]=[C:25]3[C:20]=2[CH:21]=[CH:22][CH:23]=[N:24]3)[CH2:15][CH2:16][N:11]([C:8]2[CH:7]=[N:6][C:5]([C:3]([OH:4])=[O:2])=[CH:10][N:9]=2)[CH2:12]1)([CH3:32])[CH3:31]. The catalyst class is: 38. (3) Reactant: Cl[C:2]1[CH:3]=[CH:4][C:5]2[N:6]([C:8]([C:11]([F:23])([F:22])[C:12]3[CH:13]=[C:14]4[C:19](=[CH:20][CH:21]=3)[N:18]=[CH:17][CH:16]=[CH:15]4)=[CH:9][N:10]=2)[N:7]=1.[CH3:24][N:25]1[CH:29]=[C:28](B2OC(C)(C)C(C)(C)O2)[CH:27]=[N:26]1.C([O-])([O-])=O.[Na+].[Na+].COCCOC. Product: [F:22][C:11]([F:23])([C:8]1[N:6]2[N:7]=[C:2]([C:28]3[CH:27]=[N:26][N:25]([CH3:24])[CH:29]=3)[CH:3]=[CH:4][C:5]2=[N:10][CH:9]=1)[C:12]1[CH:13]=[C:14]2[C:19](=[CH:20][CH:21]=1)[N:18]=[CH:17][CH:16]=[CH:15]2. The catalyst class is: 25. (4) Reactant: [Br:1][C:2]1[CH:7]=[CH:6][C:5]([N+:8]([O-:10])=[O:9])=[C:4](F)[CH:3]=1.Cl.CN.[CH:15]([N:18](CC)C(C)C)(C)C. Product: [Br:1][C:2]1[CH:7]=[CH:6][C:5]([N+:8]([O-:10])=[O:9])=[C:4]([CH:3]=1)[NH:18][CH3:15]. The catalyst class is: 10. (5) Reactant: [OH:1][CH:2]([C:6]1[CH:11]=[CH:10][C:9]([C:12]2[N:16]=[C:15]([C:17]3[CH:18]=[N:19][N:20]([C:26]4[CH:31]=[CH:30][CH:29]=[CH:28][CH:27]=4)[C:21]=3[C:22]([F:25])([F:24])[F:23])[O:14][N:13]=2)=[CH:8][CH:7]=1)[C:3](O)=[O:4].[NH2:32][CH2:33][CH2:34][CH2:35][OH:36].CN(C(ON1N=NC2C=CC=NC1=2)=[N+](C)C)C.F[P-](F)(F)(F)(F)F.CN1CCOCC1. Product: [OH:1][CH:2]([C:6]1[CH:11]=[CH:10][C:9]([C:12]2[N:16]=[C:15]([C:17]3[CH:18]=[N:19][N:20]([C:26]4[CH:27]=[CH:28][CH:29]=[CH:30][CH:31]=4)[C:21]=3[C:22]([F:23])([F:24])[F:25])[O:14][N:13]=2)=[CH:8][CH:7]=1)[C:3]([NH:32][CH2:33][CH2:34][CH2:35][OH:36])=[O:4]. The catalyst class is: 3. (6) Reactant: [CH3:1][N:2]1[C:6]([C:7]([F:10])([F:9])[F:8])=[C:5]([CH3:11])[C:4]([OH:12])=[N:3]1.[F:13][C:14]([F:18])([F:17])[CH2:15]I.C(=O)([O-])[O-].[K+].[K+]. Product: [CH3:1][N:2]1[C:6]([C:7]([F:8])([F:9])[F:10])=[C:5]([CH3:11])[C:4]([O:12][CH2:15][C:14]([F:18])([F:17])[F:13])=[N:3]1. The catalyst class is: 9. (7) Reactant: [Br:1][C:2]1[CH:3]=[C:4]([C:8]#[N:9])[CH:5]=[N:6][CH:7]=1.[Cl-].[NH4+].[N-:12]=[N+:13]=[N-:14].[Na+].Cl. Product: [Br:1][C:2]1[CH:7]=[N:6][CH:5]=[C:4]([C:8]2[N:12]=[N:13][NH:14][N:9]=2)[CH:3]=1. The catalyst class is: 9. (8) Reactant: [NH:1]1[C:9]2[C:4](=[C:5]([CH2:10][N:11]3[C:15]4[CH:16]=[CH:17][CH:18]=[CH:19][C:14]=4[N:13]([CH:20]4[CH2:25][CH2:24][NH:23][CH2:22][CH2:21]4)[C:12]3=[NH:26])[CH:6]=[CH:7][CH:8]=2)[CH:3]=[CH:2]1.C(=O)([O-])[O-].[Cs+].[Cs+].[Cl:33][C:34]1[CH:39]=[CH:38][C:37]([N+:40]([O-:42])=[O:41])=[C:36](F)[CH:35]=1. Product: [Cl:33][C:34]1[CH:35]=[CH:36][C:37]([N+:40]([O-:42])=[O:41])=[C:38]([N:23]2[CH2:24][CH2:25][CH:20]([N:13]3[C:14]4[CH:19]=[CH:18][CH:17]=[CH:16][C:15]=4[N:11]([CH2:10][C:5]4[CH:6]=[CH:7][CH:8]=[C:9]5[C:4]=4[CH:3]=[CH:2][NH:1]5)[C:12]3=[NH:26])[CH2:21][CH2:22]2)[CH:39]=1. The catalyst class is: 3. (9) Reactant: [F:1][C:2]([F:27])([F:26])[C:3]1[CH:25]=[CH:24][C:6]([CH2:7][O:8][N:9]=[C:10]([C:12]2[CH:23]=[CH:22][C:15]([O:16][CH2:17][C:18]([NH:20][NH2:21])=[O:19])=[CH:14][CH:13]=2)[CH3:11])=[CH:5][CH:4]=1.[CH2:28]([N:30]=[C:31]=[S:32])[CH3:29]. Product: [CH2:28]([NH:30][C:31]([NH:21][NH:20][C:18](=[O:19])[CH2:17][O:16][C:15]1[CH:22]=[CH:23][C:12]([C:10](=[N:9][O:8][CH2:7][C:6]2[CH:5]=[CH:4][C:3]([C:2]([F:26])([F:27])[F:1])=[CH:25][CH:24]=2)[CH3:11])=[CH:13][CH:14]=1)=[S:32])[CH3:29]. The catalyst class is: 14. (10) Reactant: [C:1]([N:8]1[CH2:13][CH2:12][C:11](=O)[CH2:10][CH2:9]1)([O:3][C:4]([CH3:7])([CH3:6])[CH3:5])=[O:2].CN.[C:17]([BH3-])#[N:18].[Na+]. Product: [C:4]([O:3][C:1]([N:8]1[CH2:13][CH2:12][CH:11]([NH:18][CH3:17])[CH2:10][CH2:9]1)=[O:2])([CH3:7])([CH3:6])[CH3:5]. The catalyst class is: 100.